The task is: Predict the reaction yield, written as a fraction of the theoretical maximum amount of product (1.0 means a 100% yield; for example, 0.34 means a 34% yield).. This data is from Reaction yield outcomes from USPTO patents with 853,638 reactions. (1) The product is [F:37][CH:2]([F:1])[C:3]1[N:7]([C:8]2[N:9]=[C:10]([N:20]3[CH2:21][CH2:22][N:23]([S:26]([CH2:29][CH2:30][N:45]4[CH2:46][CH2:47][N:42]([S:39]([CH3:38])(=[O:41])=[O:40])[CH2:43][CH2:44]4)(=[O:28])=[O:27])[CH2:24][CH2:25]3)[N:11]=[C:12]([N:14]3[CH2:15][CH2:16][O:17][CH2:18][CH2:19]3)[N:13]=2)[C:6]2[CH:31]=[CH:32][CH:33]=[C:34]([O:35][CH3:36])[C:5]=2[N:4]=1. The catalyst is C1COCC1. The yield is 0.840. The reactants are [F:1][CH:2]([F:37])[C:3]1[N:7]([C:8]2[N:13]=[C:12]([N:14]3[CH2:19][CH2:18][O:17][CH2:16][CH2:15]3)[N:11]=[C:10]([N:20]3[CH2:25][CH2:24][N:23]([S:26]([CH:29]=[CH2:30])(=[O:28])=[O:27])[CH2:22][CH2:21]3)[N:9]=2)[C:6]2[CH:31]=[CH:32][CH:33]=[C:34]([O:35][CH3:36])[C:5]=2[N:4]=1.[CH3:38][S:39]([N:42]1[CH2:47][CH2:46][NH:45][CH2:44][CH2:43]1)(=[O:41])=[O:40].C(Cl)Cl.CCOC(C)=O. (2) The reactants are [CH3:1][O:2][C:3](=[O:13])[CH2:4][C:5]1[CH:10]=[CH:9][C:8]([S:11][CH3:12])=[CH:7][CH:6]=1.[Br:14]Br. The catalyst is C(Cl)(Cl)(Cl)Cl. The product is [CH3:1][O:2][C:3](=[O:13])[CH2:4][C:5]1[CH:10]=[CH:9][C:8]([S:11][CH3:12])=[C:7]([Br:14])[CH:6]=1. The yield is 0.840. (3) The reactants are [Cl:1][C:2]1[C:3]([O:12][C:13]2[CH:18]=[C:17]([O:19][CH2:20][CH2:21][O:22][CH3:23])[CH:16]=[CH:15][C:14]=2/[CH:24]=[CH:25]/[CH2:26][OH:27])=[N:4][CH:5]=[C:6]([C:8]([F:11])([F:10])[F:9])[CH:7]=1.Cl[S:29]([N:32]=[C:33]=[O:34])(=[O:31])=[O:30].[NH:35]1[CH2:39][CH2:38][CH2:37][CH2:36]1.Cl. The catalyst is C(#N)C.N1C=CC=CC=1. The product is [N:35]1([S:29]([NH:32][C:33](=[O:34])[O:27][CH2:26]/[CH:25]=[CH:24]/[C:14]2[CH:15]=[CH:16][C:17]([O:19][CH2:20][CH2:21][O:22][CH3:23])=[CH:18][C:13]=2[O:12][C:3]2[C:2]([Cl:1])=[CH:7][C:6]([C:8]([F:9])([F:11])[F:10])=[CH:5][N:4]=2)(=[O:31])=[O:30])[CH2:39][CH2:38][CH2:37][CH2:36]1. The yield is 0.730. (4) The reactants are [CH3:1][N:2]1[CH2:11][CH2:10][C:9]2[C:4](=[CH:5][C:6]([N+:12]([O-])=O)=[CH:7][CH:8]=2)[CH2:3]1. The catalyst is CCOC(C)=O.[Pd]. The product is [CH3:1][N:2]1[CH2:11][CH2:10][C:9]2[C:4](=[CH:5][C:6]([NH2:12])=[CH:7][CH:8]=2)[CH2:3]1. The yield is 0.870. (5) The reactants are [Br:1][C:2]1[C:3]([N:19]([CH3:24])[S:20]([CH3:23])(=[O:22])=[O:21])=[CH:4][C:5]2[O:9][C:8]([C:10](OC)=[O:11])=[C:7]([C:14](=[O:17])[NH:15][CH3:16])[C:6]=2[CH:18]=1.O.[NH2:26][NH2:27]. The catalyst is CCO. The product is [Br:1][C:2]1[C:3]([N:19]([CH3:24])[S:20]([CH3:23])(=[O:22])=[O:21])=[CH:4][C:5]2[O:9][C:8]([C:10]([NH:26][NH2:27])=[O:11])=[C:7]([C:14]([NH:15][CH3:16])=[O:17])[C:6]=2[CH:18]=1. The yield is 1.00. (6) The reactants are [F:1][C:2]1[CH:7]=[CH:6][C:5]([N:8]2[CH2:13][CH2:12][N:11]([S:14]([C:17]3[CH:22]=[CH:21][CH:20]=[C:19](B4OC(C)(C)C(C)(C)O4)[CH:18]=3)(=[O:16])=[O:15])[C@H:10]([CH3:32])[CH2:9]2)=[C:4]([C:33]([F:36])([F:35])[F:34])[CH:3]=1.C1C=CC(P(C2C=CC=CC=2)C2C=CC=CC=2)=CC=1.C([O-])([O-])=O.[Na+].[Na+].Br[C:63]([C:65]([F:68])([F:67])[F:66])=[CH2:64]. The catalyst is C1COCC1.CCOCC.[Pd]. The product is [F:1][C:2]1[CH:7]=[CH:6][C:5]([N:8]2[CH2:13][CH2:12][N:11]([S:14]([C:17]3[CH:22]=[CH:21][CH:20]=[C:19]([C:63]([C:65]([F:68])([F:67])[F:66])=[CH2:64])[CH:18]=3)(=[O:16])=[O:15])[C@H:10]([CH3:32])[CH2:9]2)=[C:4]([C:33]([F:34])([F:36])[F:35])[CH:3]=1. The yield is 0.850. (7) The reactants are [F:1][C:2]1[CH:3]=[C:4]([CH:6]=[CH:7][C:8]=1[O:9][C:10]1[CH:15]=[CH:14][N:13]=[C:12]([C:16]2[CH:17]=[N:18][N:19]([CH3:21])[CH:20]=2)[CH:11]=1)[NH2:5].[O:22]=[C:23]1[N:27]([CH:28]2[CH2:33][CH2:32][O:31][CH2:30][CH2:29]2)[CH2:26][CH2:25][N:24]1[C:34](Cl)=[O:35].O. The catalyst is C(Cl)Cl. The product is [F:1][C:2]1[CH:3]=[C:4]([NH:5][C:34]([N:24]2[CH2:25][CH2:26][N:27]([CH:28]3[CH2:33][CH2:32][O:31][CH2:30][CH2:29]3)[C:23]2=[O:22])=[O:35])[CH:6]=[CH:7][C:8]=1[O:9][C:10]1[CH:15]=[CH:14][N:13]=[C:12]([C:16]2[CH:17]=[N:18][N:19]([CH3:21])[CH:20]=2)[CH:11]=1. The yield is 0.610. (8) The reactants are [N:1]([C@H:4]1[CH2:8][N:7]([CH2:9][C:10]2[CH:15]=[CH:14][CH:13]=[CH:12][CH:11]=2)[CH2:6][C@@H:5]1[NH:16][C:17](=[O:25])[CH2:18][CH2:19][C:20]([F:24])([F:23])[CH2:21]Br)=[N+:2]=[N-:3].[H-].[Na+]. The catalyst is CN(C)C=O. The product is [N:1]([C@H:4]1[CH2:8][N:7]([CH2:9][C:10]2[CH:15]=[CH:14][CH:13]=[CH:12][CH:11]=2)[CH2:6][C@@H:5]1[N:16]1[CH2:21][C:20]([F:24])([F:23])[CH2:19][CH2:18][C:17]1=[O:25])=[N+:2]=[N-:3]. The yield is 0.530. (9) The reactants are C([O:3][C:4]([C:6]12[CH2:24][CH:23]1[CH:22]=[CH:21][CH2:20][CH2:19][CH2:18][CH2:17][CH2:16][CH:15]([NH:25][C:26]([O:28][C:29]([CH3:32])([CH3:31])[CH3:30])=[O:27])[C:14](=[O:33])[N:13]1[CH:9]([CH2:10][CH:11]([O:34][C:35]3[C:44]4[C:39](=[CH:40][CH:41]=[CH:42][CH:43]=4)[CH:38]=[CH:37][N:36]=3)[CH2:12]1)[C:8](=[O:45])[NH:7]2)=[O:5])C.C1COCC1.CO.O.[OH-].[Li+]. The catalyst is O. The product is [C:29]([O:28][C:26]([NH:25][CH:15]1[C:14](=[O:33])[N:13]2[CH:9]([CH2:10][CH:11]([O:34][C:35]3[C:44]4[C:39](=[CH:40][CH:41]=[CH:42][CH:43]=4)[CH:38]=[CH:37][N:36]=3)[CH2:12]2)[C:8](=[O:45])[NH:7][C:6]2([C:4]([OH:5])=[O:3])[CH:23]([CH2:24]2)[CH:22]=[CH:21][CH2:20][CH2:19][CH2:18][CH2:17][CH2:16]1)=[O:27])([CH3:32])([CH3:30])[CH3:31]. The yield is 0.900. (10) The reactants are [Cl:1][C:2]1[S:6][N:5]=[C:4]([CH3:7])[C:3]=1[C:8](OCC)=[O:9].[H-].[Al+3].[Li+].[H-].[H-].[H-].C(OCC)(=O)C.O. The catalyst is C1COCC1. The product is [Cl:1][C:2]1[S:6][N:5]=[C:4]([CH3:7])[C:3]=1[CH2:8][OH:9]. The yield is 0.915.